From a dataset of Catalyst prediction with 721,799 reactions and 888 catalyst types from USPTO. Predict which catalyst facilitates the given reaction. (1) Reactant: C(N(CC)C(C)C)(C)C.[CH:10](OC1C=CC([N+]([O-])=O)=CC=1)=[O:11].[NH2:22][C:23]([C:50]1[CH:55]=[CH:54][CH:53]=[C:52]([C:56]([F:59])([F:58])[F:57])[CH:51]=1)([CH3:49])[CH2:24][NH:25][C:26](=[O:48])[CH2:27][N:28]1[C:32](=[O:33])[N:31]([CH2:34][C@H:35]([OH:40])[C:36]([F:39])([F:38])[F:37])[C:30]([C:41]2[CH:46]=[CH:45][C:44]([Cl:47])=[CH:43][CH:42]=2)=[N:29]1.[OH-].[Li+].Cl. Product: [Cl:47][C:44]1[CH:45]=[CH:46][C:41]([C:30]2[N:31]([CH2:34][C@H:35]([OH:40])[C:36]([F:39])([F:38])[F:37])[C:32](=[O:33])[N:28]([CH2:27][C:26]([NH:25][CH2:24][C:23]([NH:22][CH:10]=[O:11])([C:50]3[CH:55]=[CH:54][CH:53]=[C:52]([C:56]([F:59])([F:58])[F:57])[CH:51]=3)[CH3:49])=[O:48])[N:29]=2)=[CH:42][CH:43]=1. The catalyst class is: 20. (2) The catalyst class is: 10. Product: [CH2:1]([N:8]([CH2:53][CH2:52][CH2:51][CH2:50][CH2:49][CH2:48][O:47][CH2:46][CH2:45][C:44]#[C:43][C:36]1[CH:37]=[C:38]([N+:40]([O-:42])=[O:41])[CH:39]=[C:34]([CH3:33])[CH:35]=1)[CH2:9][C@@H:10]([C:12]1[CH:23]=[CH:22][C:15]2[O:16][C:17]([CH3:20])([CH3:21])[O:18][CH2:19][C:14]=2[CH:13]=1)[OH:11])[C:2]1[CH:3]=[CH:4][CH:5]=[CH:6][CH:7]=1. Reactant: [CH2:1]([NH:8][CH2:9][C@@H:10]([C:12]1[CH:23]=[CH:22][C:15]2[O:16][C:17]([CH3:21])([CH3:20])[O:18][CH2:19][C:14]=2[CH:13]=1)[OH:11])[C:2]1[CH:7]=[CH:6][CH:5]=[CH:4][CH:3]=1.C(N(CC)C(C)C)(C)C.[CH3:33][C:34]1[CH:35]=[C:36]([C:43]#[C:44][CH2:45][CH2:46][O:47][CH2:48][CH2:49][CH2:50][CH2:51][CH2:52][CH2:53]Br)[CH:37]=[C:38]([N+:40]([O-:42])=[O:41])[CH:39]=1. (3) Reactant: C[C:2]1[CH:10]=[C:9]([CH2:11][O:12][C:13]2[CH:18]=[CH:17][CH:16]=[CH:15][CH:14]=2)[CH:8]=[CH:7][C:3]=1[C:4]([OH:6])=O.ON1C2C=CC=CC=2N=N1.Cl.C(N=C=NCCCN(C)C)C.C(N(CC)CC)C.[NH2:48][CH2:49][C:50]1[C:51]([OH:58])=[N:52][C:53]([CH3:57])=[CH:54][C:55]=1[CH3:56]. Product: [OH:58][C:51]1[C:50]([CH2:49][NH:48][C:4](=[O:6])[C:3]2[CH:2]=[CH:10][C:9]([CH2:11][O:12][C:13]3[CH:14]=[CH:15][CH:16]=[CH:17][CH:18]=3)=[CH:8][CH:7]=2)=[C:55]([CH3:56])[CH:54]=[C:53]([CH3:57])[N:52]=1. The catalyst class is: 46.